This data is from Forward reaction prediction with 1.9M reactions from USPTO patents (1976-2016). The task is: Predict the product of the given reaction. Given the reactants [F:1][C:2]1[CH:7]=[CH:6][CH:5]=[C:4]([I:8])[C:3]=1[CH2:9][C:10]([OH:12])=O.[CH3:13][C@@H:14]([NH:23][CH3:24])[C@H:15]([OH:22])[C:16]1[CH:21]=[CH:20][CH:19]=[CH:18][CH:17]=1.CN1CCOCC1.CN(C(ON1N=NC2C=CC=NC1=2)=[N+](C)C)C.F[P-](F)(F)(F)(F)F, predict the reaction product. The product is: [F:1][C:2]1[CH:7]=[CH:6][CH:5]=[C:4]([I:8])[C:3]=1[CH2:9][C:10]([N:23]([C@H:14]([CH3:13])[C@H:15]([OH:22])[C:16]1[CH:21]=[CH:20][CH:19]=[CH:18][CH:17]=1)[CH3:24])=[O:12].